This data is from Forward reaction prediction with 1.9M reactions from USPTO patents (1976-2016). The task is: Predict the product of the given reaction. (1) Given the reactants [CH2:1]([O:8][N:9]1[C:14]2[N:15]=[CH:16][N:17]=[CH:18][C:13]=2[C:12]([OH:19])=[C:11]([C:20](OCC)=[O:21])[C:10]1=[O:25])[C:2]1[CH:7]=[CH:6][CH:5]=[CH:4][CH:3]=1.[CH2:26]([NH2:33])[C:27]1[CH:32]=[CH:31][CH:30]=[CH:29][CH:28]=1.C(O)(=O)CC(CC(O)=O)(C(O)=O)O, predict the reaction product. The product is: [CH2:26]([NH:33][C:20]([C:11]1[C:10](=[O:25])[N:9]([O:8][CH2:1][C:2]2[CH:3]=[CH:4][CH:5]=[CH:6][CH:7]=2)[C:14]2[N:15]=[CH:16][N:17]=[CH:18][C:13]=2[C:12]=1[OH:19])=[O:21])[C:27]1[CH:32]=[CH:31][CH:30]=[CH:29][CH:28]=1. (2) Given the reactants [N:1]1[CH:6]=[CH:5][CH:4]=[N:3][C:2]=1[N:7]1[C:11]([C:12]([F:15])([F:14])[F:13])=[C:10]([C:16]([OH:18])=O)[CH:9]=[N:8]1.C(N(C(C)C)CC)(C)C.C1N(P(Cl)(N2C(=O)OCC2)=O)C(=O)OC1.[CH3:43][NH:44][C:45]1[CH:46]=[N:47][CH:48]=[CH:49][CH:50]=1, predict the reaction product. The product is: [CH3:43][N:44]([C:45]1[CH:46]=[N:47][CH:48]=[CH:49][CH:50]=1)[C:16]([C:10]1[CH:9]=[N:8][N:7]([C:2]2[N:1]=[CH:6][CH:5]=[CH:4][N:3]=2)[C:11]=1[C:12]([F:13])([F:14])[F:15])=[O:18].